This data is from Reaction yield outcomes from USPTO patents with 853,638 reactions. The task is: Predict the reaction yield, written as a fraction of the theoretical maximum amount of product (1.0 means a 100% yield; for example, 0.34 means a 34% yield). (1) The reactants are Cl.CN(C)CCCN=C=NCC.[C:13](/[CH:15]=[CH:16]/[S:17]([C:20]1[CH:25]=[CH:24][C:23]([C:26]([CH3:31])([CH3:30])[C:27]([OH:29])=O)=[CH:22][CH:21]=1)(=[O:19])=[O:18])#[N:14].[NH2:32][C@@H:33]([C:36]1[CH:41]=[CH:40][CH:39]=[CH:38][CH:37]=1)[CH2:34][OH:35].ON1C2C=CC=CC=2N=N1. The catalyst is C(Cl)Cl.CS(C)=O. The product is [C:13](/[CH:15]=[CH:16]/[S:17]([C:20]1[CH:21]=[CH:22][C:23]([C:26]([CH3:31])([CH3:30])[C:27]([NH:32][C@@H:33]([C:36]2[CH:41]=[CH:40][CH:39]=[CH:38][CH:37]=2)[CH2:34][OH:35])=[O:29])=[CH:24][CH:25]=1)(=[O:18])=[O:19])#[N:14]. The yield is 0.655. (2) The reactants are [CH2:1]([O:8][C:9]1[C:14](=[O:15])[N:13]2[CH2:16][C:17](=[O:20])[N:18]([CH3:19])[C:12]2=[N:11][C:10]=1[C:21]([O:23]CC)=[O:22])[C:2]1[CH:7]=[CH:6][CH:5]=[CH:4][CH:3]=1.[OH-].[Na+].Cl.C(OCC)(=O)C. The catalyst is C(O)C.O1CCCC1. The product is [CH2:1]([O:8][C:9]1[C:14](=[O:15])[N:13]2[CH2:16][C:17](=[O:20])[N:18]([CH3:19])[C:12]2=[N:11][C:10]=1[C:21]([OH:23])=[O:22])[C:2]1[CH:3]=[CH:4][CH:5]=[CH:6][CH:7]=1. The yield is 0.950. (3) The reactants are C(Cl)Cl.[N+:4]([C:7]1[CH:8]=[C:9]([OH:13])[CH:10]=[CH:11][CH:12]=1)([O-:6])=[O:5].[CH3:14][C:15]([CH3:20])([CH3:19])[C:16](Cl)=[O:17].[NH4+].[Cl-]. The catalyst is CN(C1C=CN=CC=1)C.N1C=CC=CC=1. The product is [C:16]([O:13][C:9]1[CH:10]=[CH:11][CH:12]=[C:7]([N+:4]([O-:6])=[O:5])[CH:8]=1)(=[O:17])[C:15]([CH3:20])([CH3:19])[CH3:14]. The yield is 0.940. (4) The reactants are [Cl:1][C:2]1[C:7]2[S:8][C:9]([C:11]3[C:16]([Cl:17])=[CH:15][C:14](I)=[CH:13][C:12]=3[Cl:19])=[N:10][C:6]=2[CH:5]=[CH:4][N:3]=1.C(P(C(C)(C)C)C1C=CC2C(=CC=CC=2)C=1C1C2C(=CC=CC=2)C=CC=1)(C)(C)C.[C:49]([O-])([O-])=[O:50].[Cs+].[Cs+].CO. The catalyst is C1(C)C=CC=CC=1.CC([O-])=O.CC([O-])=O.[Pd+2]. The product is [Cl:1][C:2]1[C:7]2[S:8][C:9]([C:11]3[C:16]([Cl:17])=[CH:15][C:14]([O:50][CH3:49])=[CH:13][C:12]=3[Cl:19])=[N:10][C:6]=2[CH:5]=[CH:4][N:3]=1. The yield is 0.300. (5) The reactants are [CH2:1]([O:3][C:4](=[O:25])[CH2:5][N:6]1[CH2:9][C:8]2([CH2:13][CH2:12][CH2:11][N:10]2[C:14](OCC2C=CC=CC=2)=[O:15])[C:7]1=[O:24])[CH3:2].[C:26](OC(=O)C)(=O)C. The catalyst is CCOC(C)=O.[Pd]. The product is [C:14]([N:10]1[CH2:11][CH2:12][CH2:13][C:8]21[C:7](=[O:24])[N:6]([CH2:5][C:4]([O:3][CH2:1][CH3:2])=[O:25])[CH2:9]2)(=[O:15])[CH3:26]. The yield is 0.879. (6) The reactants are [C:1]([O:5][C:6]([N:8]1[CH2:13][CH2:12][N:11]([C:14]2[C:23]3[C:18](=[CH:19][C:20]([Cl:31])=[C:21]([C:24]4[CH:29]=[CH:28][C:27]([Cl:30])=[CH:26][CH:25]=4)[CH:22]=3)[N:17]=[CH:16][N:15]=2)[CH2:10][C@H:9]1[C:32]([OH:34])=O)=[O:7])([CH3:4])([CH3:3])[CH3:2].CC[N:37](CC)CC.ClC(OCC)=O.[OH-].[NH4+]. The catalyst is C1COCC1. The product is [C:32]([C@@H:9]1[CH2:10][N:11]([C:14]2[C:23]3[C:18](=[CH:19][C:20]([Cl:31])=[C:21]([C:24]4[CH:29]=[CH:28][C:27]([Cl:30])=[CH:26][CH:25]=4)[CH:22]=3)[N:17]=[CH:16][N:15]=2)[CH2:12][CH2:13][N:8]1[C:6]([O:5][C:1]([CH3:4])([CH3:2])[CH3:3])=[O:7])(=[O:34])[NH2:37]. The yield is 0.650. (7) The reactants are [CH3:1][CH2:2][CH2:3][CH2:4][NH:5][C:6]1[CH:7]=[C:8]([C:23]([OH:25])=O)[CH:9]=[C:10]([S:19]([NH2:22])(=[O:21])=[O:20])[C:11]=1[O:12][C:13]1[CH:14]=[CH:15][CH:16]=[CH:17][CH:18]=1.C(N=C=NCCCN(C)C)C.ON1C2C=CC=CC=2N=N1.[CH2:47]([NH:49][CH2:50][CH3:51])[CH3:48]. The catalyst is ClCCl. The product is [CH2:47]([N:49]([CH2:50][CH3:51])[C:23](=[O:25])[C:8]1[CH:7]=[C:6]([NH:5][CH2:4][CH2:3][CH2:2][CH3:1])[C:11]([O:12][C:13]2[CH:18]=[CH:17][CH:16]=[CH:15][CH:14]=2)=[C:10]([S:19]([NH2:22])(=[O:21])=[O:20])[CH:9]=1)[CH3:48]. The yield is 0.650. (8) The reactants are N(C(OCC)=O)=NC(OCC)=O.[C:13]1([CH:19]2[O:23][CH:22]([CH2:24][CH2:25][CH2:26][CH2:27]O)[CH2:21][O:20]2)[CH:18]=[CH:17][CH:16]=[CH:15][CH:14]=1.C1(P(C2C=CC=CC=2)C2C=CC=CC=2)C=CC=CC=1.[C:48]1(=[O:58])[NH:52][C:51](=[O:53])[C:50]2=[CH:54][CH:55]=[CH:56][CH:57]=[C:49]12. The catalyst is C1COCC1. The product is [C:13]1([CH:19]2[O:23][CH:22]([CH2:24][CH2:25][CH2:26][CH2:27][N:52]3[C:51](=[O:53])[C:50]4=[CH:54][CH:55]=[CH:56][CH:57]=[C:49]4[C:48]3=[O:58])[CH2:21][O:20]2)[CH:14]=[CH:15][CH:16]=[CH:17][CH:18]=1. The yield is 0.920. (9) The reactants are [F:1][C:2]1[CH:7]=[C:6]([I:8])[CH:5]=[CH:4][C:3]=1[N:9]1[C:14]([NH:15][CH3:16])=[CH:13][C:12](=[O:17])[N:11]([CH3:18])[C:10]1=[O:19].[CH3:20][CH:21]([C:25]([OH:27])=O)[C:22]([OH:24])=O. The catalyst is C(OC(=O)C)(=O)C. The product is [F:1][C:2]1[CH:7]=[C:6]([I:8])[CH:5]=[CH:4][C:3]=1[N:9]1[C:14]2[N:15]([CH3:16])[C:25](=[O:27])[C:21]([CH3:20])=[C:22]([OH:24])[C:13]=2[C:12](=[O:17])[N:11]([CH3:18])[C:10]1=[O:19]. The yield is 0.370. (10) The catalyst is C(#N)C.O.CC1(C)N([O])C(C)(C)CCC1. The yield is 0.990. The reactants are [C:1]1([C:7]2[C:11]([C:12]([F:15])([F:14])[F:13])=[C:10]([CH2:16][OH:17])[O:9][N:8]=2)[CH:6]=[CH:5][CH:4]=[CH:3][CH:2]=1.P([O-])([O-])([O-])=[O:19].[Na+].[Na+].[Na+].Cl([O-])=O.[Na+].S([O-])([O-])=O.[Na+].[Na+]. The product is [C:1]1([C:7]2[C:11]([C:12]([F:15])([F:13])[F:14])=[C:10]([C:16]([OH:19])=[O:17])[O:9][N:8]=2)[CH:2]=[CH:3][CH:4]=[CH:5][CH:6]=1.